Dataset: Experimentally validated miRNA-target interactions with 360,000+ pairs, plus equal number of negative samples. Task: Binary Classification. Given a miRNA mature sequence and a target amino acid sequence, predict their likelihood of interaction. (1) The miRNA is hsa-miR-6882-3p with sequence UGCUGCCUCUCCUCUUGCCUGCAG. Result: 0 (no interaction). The protein sequence of the target gene is MVFSVRQCGHVGRTEEVLLTFKIFLVIICLHVVLVTSLEEDTDNSSLSPPPAKLSVVSFAPSSNGTPEVETTSLNDVTLSLLPSNETEKTKITIVKTFNASGVKPQRNICNLSSICNDSAFFRGEIMFQYDKESTVPQNQHITNGTLTGVLSLSELKRSELNKTLQTLSETYFIMCATAEAQSTLNCTFTIKLNNTMNACAVIAALERVKIRPMEHCCCSVRIPCPSSPEELEKLQCDLQDPIVCLADHPRGPPFSSSQSIPVVPRATVLSQVPKATSFAEPPDYSPVTHNVPSPIGEIQ.... (2) The miRNA is hsa-miR-548aa with sequence AAAAACCACAAUUACUUUUGCACCA. Result: 0 (no interaction). The protein sequence of the target gene is MERGCWAPRALVLAVLLLLATLRARAATGYYPRFSPFFFLCTHHGELEGDGEQGEVLISLHIAGNPTYYVPGQEYHVTISTSTFFDGLLVTGLYTSTSIQSSQSIGGSSAFGFGIMSDHQFGNQFMCSVVASHVSHLPTTNLSFVWIAPPAGTGCVNFMATATHRGQVIFKDALAQQLCEQGAPTEATAYSHLAEIHSDSVILRDDFDSYQQLELNPNIWVECSNCEMGEQCGTIMHGNAVTFCEPYGPRELTTTCLNTTTASVLQFSIGSGSCRFSYSDPSITVSYAKNNTADWIQLEK.... (3) The miRNA is hsa-miR-1292-3p with sequence UCGCGCCCCGGCUCCCGUUC. The protein sequence of the target gene is MVLVHVGYLVLPVFGSVRNRGAPFQRSQHPHATSCRHFHLGPPQPQQLAPDFPLAHPVQSQPGLSAHMAPAHQHSGTLHQSLTPLPTLQFQDVTGPSFLPQALHQQYLLQQQLLEAQHRRLVSHPRRNQDRVSVHPHRLHPSFDFGHQLQTPQPRYLAEGTDWDLSVDAGLSPAQFQVRPIPQHYQHYLATPRMHHFPRNSSSTQMVVHEIRNYPYPQLHFLALQGLNPSRHTSAVRESYEELLQLEDRLGNVTRGAVQNTIERFTFPHKYKKRRPQDSKGKKDEGEESDTDEKCTICLS.... Result: 0 (no interaction).